Predict which catalyst facilitates the given reaction. From a dataset of Catalyst prediction with 721,799 reactions and 888 catalyst types from USPTO. (1) Reactant: [CH3:1][C:2]1[CH:6]=[C:5]([CH3:7])[NH:4][N:3]=1.[H-].[Na+].[Cl:10][C:11]1[CH:16]=[C:15]([Cl:17])[N:14]=[C:13](S(C)(=O)=O)[N:12]=1. Product: [Cl:10][C:11]1[CH:16]=[C:15]([Cl:17])[N:14]=[C:13]([N:3]2[C:2]([CH3:1])=[CH:6][C:5]([CH3:7])=[N:4]2)[N:12]=1. The catalyst class is: 4. (2) Reactant: [CH2:1]([N:8]1[CH2:17][CH2:16][C:15]2[C:10](=[CH:11][C:12]([O:29][CH3:30])=[C:13]([O:18][Si](C(C)C)(C(C)C)C(C)C)[CH:14]=2)[CH2:9]1)[C:2]1[CH:7]=[CH:6][CH:5]=[CH:4][CH:3]=1.[CH3:31][CH2:32][CH2:33]C[N+](CCCC)(CCCC)CCCC.[F-].C1C[O:52]CC1.O. Product: [CH:32]([O:52][C:6]1[CH:7]=[C:2]([CH:3]=[CH:4][CH:5]=1)[CH2:1][N:8]1[CH2:17][CH2:16][C:15]2[C:10](=[CH:11][C:12]([O:29][CH3:30])=[C:13]([OH:18])[CH:14]=2)[CH2:9]1)([CH3:33])[CH3:31]. The catalyst class is: 1. (3) Reactant: [OH:1][C:2]1[CH:10]=[CH:9][C:5]([CH2:6][C:7]#[N:8])=[CH:4][CH:3]=1.C([O-])([O-])=O.[K+].[K+].[F:17][C:18]1[CH:25]=[CH:24][CH:23]=[C:22]([F:26])[C:19]=1[CH2:20]Br. Product: [F:17][C:18]1[CH:25]=[CH:24][CH:23]=[C:22]([F:26])[C:19]=1[CH2:20][O:1][C:2]1[CH:10]=[CH:9][C:5]([CH2:6][C:7]#[N:8])=[CH:4][CH:3]=1. The catalyst class is: 3. (4) Reactant: [NH2:1][C:2]1[S:6][C:5]([NH:7][C:8]2[CH:13]=[CH:12][C:11]([O:14][CH3:15])=[CH:10][CH:9]=2)=[N:4][C:3]=1[C:16]([NH2:18])=[O:17].[F:19][C:20]1[CH:28]=[CH:27][C:23]([C:24](Cl)=[O:25])=[CH:22][CH:21]=1. Product: [F:19][C:20]1[CH:28]=[CH:27][C:23]([C:24]([NH:1][C:2]2[S:6][C:5]([NH:7][C:8]3[CH:9]=[CH:10][C:11]([O:14][CH3:15])=[CH:12][CH:13]=3)=[N:4][C:3]=2[C:16]([NH2:18])=[O:17])=[O:25])=[CH:22][CH:21]=1. The catalyst class is: 436. (5) Reactant: [OH:1][C:2]1[CH:3]=[CH:4][C:5]([C@H:8]([NH:10][C:11](=[O:24])[CH2:12][O:13][C:14]2[CH:19]=[CH:18][C:17]([C:20]([F:23])([F:22])[F:21])=[CH:16][CH:15]=2)[CH3:9])=[N:6][CH:7]=1.Br.Br[CH2:27][C:28]1[CH:33]=[CH:32][CH:31]=[CH:30][N:29]=1.C(=O)([O-])[O-].[Cs+].[Cs+]. Product: [N:29]1[CH:30]=[CH:31][CH:32]=[CH:33][C:28]=1[CH2:27][O:1][C:2]1[CH:3]=[CH:4][C:5]([C@H:8]([NH:10][C:11](=[O:24])[CH2:12][O:13][C:14]2[CH:19]=[CH:18][C:17]([C:20]([F:23])([F:21])[F:22])=[CH:16][CH:15]=2)[CH3:9])=[N:6][CH:7]=1. The catalyst class is: 3. (6) The catalyst class is: 16. Reactant: [Cl:1][C:2]1[C:8](Cl)=[CH:7][C:5]([NH2:6])=[C:4]([N+:10]([O-:12])=[O:11])[CH:3]=1.[CH2:13]1[C:15]2([CH2:19][CH2:18][NH:17][CH2:16]2)[CH2:14]1.C(=O)([O-])[O-].[K+].[K+].C(Cl)Cl.CCO. Product: [CH2:14]1[C:15]2([CH2:19][CH2:18][N:17]([C:8]3[C:2]([Cl:1])=[CH:3][C:4]([N+:10]([O-:12])=[O:11])=[C:5]([NH2:6])[CH:7]=3)[CH2:16]2)[CH2:13]1. (7) Reactant: [BH4-].[Na+].[CH3:3][C:4]([CH:9]1[CH2:14][CH2:13][CH2:12][C:11](=[O:15])[CH2:10]1)([N+:6]([O-:8])=[O:7])[CH3:5].[Cl-].[NH4+]. Product: [CH3:5][C:4]([C@@H:9]1[CH2:14][CH2:13][CH2:12][C@H:11]([OH:15])[CH2:10]1)([N+:6]([O-:8])=[O:7])[CH3:3].[CH3:5][C:4]([C@H:9]1[CH2:14][CH2:13][CH2:12][C@H:11]([OH:15])[CH2:10]1)([N+:6]([O-:8])=[O:7])[CH3:3]. The catalyst class is: 5.